Dataset: Retrosynthesis with 50K atom-mapped reactions and 10 reaction types from USPTO. Task: Predict the reactants needed to synthesize the given product. (1) Given the product COP(=O)(/C=C/CBr)OC, predict the reactants needed to synthesize it. The reactants are: C/C=C\P(=O)(OC)OC.O=C1CCC(=O)N1Br. (2) Given the product CC(C)CCNC(=O)c1ccc(N2CCN(C(=O)c3cc(Cl)ccc3Cl)CC2)nn1, predict the reactants needed to synthesize it. The reactants are: CC(C)CCNC(=O)c1ccc(N2CCNCC2)nn1.O=C(O)c1cc(Cl)ccc1Cl. (3) Given the product Fc1ccc(-c2n[nH]c3ccc(NCc4ccncc4)cc23)cc1, predict the reactants needed to synthesize it. The reactants are: O=C(Nc1ccc2[nH]nc(-c3ccc(F)cc3)c2c1)c1ccncc1. (4) Given the product CNC(=O)c1cc(Oc2ccc(CCC(=O)Nc3ccc(Cl)c(C(F)(F)F)c3)cc2)ccn1, predict the reactants needed to synthesize it. The reactants are: CNC(=O)c1cc(Cl)ccn1.O=C(CCc1ccc(O)cc1)Nc1ccc(Cl)c(C(F)(F)F)c1. (5) Given the product CCCc1c(OCCCSCC2CSC(CCC(=O)OCC)(CCC(=O)OCC)O2)ccc(C(C)=O)c1O, predict the reactants needed to synthesize it. The reactants are: CCCc1c(OCCCBr)ccc(C(C)=O)c1O.CCOC(=O)CCC1(CCC(=O)OCC)OC(CS)CS1. (6) Given the product COc1cc(OC)c2c(=O)[nH]c(-c3ccccc3Cl)nc2c1, predict the reactants needed to synthesize it. The reactants are: COc1cc(N)c(C(N)=O)c(OC)c1.O=Cc1ccccc1Cl. (7) Given the product COC(=O)c1cc(N)ccc1Br, predict the reactants needed to synthesize it. The reactants are: COC(=O)c1cc([N+](=O)[O-])ccc1Br.